Dataset: Full USPTO retrosynthesis dataset with 1.9M reactions from patents (1976-2016). Task: Predict the reactants needed to synthesize the given product. (1) Given the product [Si:1]([O:8][C@H:9]1[CH2:10][C:11](=[O:17])[O:12][C@H:13]([CH:15]=[O:16])[CH2:14]1)([C:4]([CH3:7])([CH3:6])[CH3:5])([CH3:3])[CH3:2], predict the reactants needed to synthesize it. The reactants are: [Si:1]([O:8][C@@H:9]1[CH2:14][C@@H:13]([CH2:15][OH:16])[O:12][C:11](=[O:17])[CH2:10]1)([C:4]([CH3:7])([CH3:6])[CH3:5])([CH3:3])[CH3:2].CC(OI1(OC(C)=O)(OC(C)=O)OC(=O)C2C=CC=CC1=2)=O. (2) Given the product [CH3:21][CH:20]([N:12]1[C:13]2[CH:14]=[C:6]([N+:3]([O-:5])=[O:4])[CH:7]=[C:8]([C:15]([O:17][CH3:18])=[O:16])[C:9]=2[CH:10]=[N:11]1)[CH3:22], predict the reactants needed to synthesize it. The reactants are: [H-].[Na+].[N+:3]([C:6]1[CH:7]=[C:8]([C:15]([O:17][CH3:18])=[O:16])[C:9]2[CH:10]=[N:11][NH:12][C:13]=2[CH:14]=1)([O-:5])=[O:4].Br[CH:20]([CH3:22])[CH3:21].IC. (3) Given the product [O:1]=[C:2]([C:13]1[O:14][C:15]([C:18]2[CH:23]=[CH:22][CH:21]=[CH:20][N:19]=2)=[CH:16][N:17]=1)[CH2:3][CH2:4][CH2:5][CH2:6][C:7]#[C:8][C:28]1[CH:29]=[CH:30][C:25]([F:24])=[CH:26][CH:27]=1, predict the reactants needed to synthesize it. The reactants are: [O:1]=[C:2]([C:13]1[O:14][C:15]([C:18]2[CH:23]=[CH:22][CH:21]=[CH:20][N:19]=2)=[CH:16][N:17]=1)[CH2:3][CH2:4][CH2:5][CH2:6][C:7]#[C:8][Si](C)(C)C.[F:24][C:25]1[CH:30]=[CH:29][C:28](I)=[CH:27][CH:26]=1. (4) The reactants are: [N:1]1[CH:6]=[CH:5][CH:4]=[C:3](B(O)O)[CH:2]=1.[Cl:10][C:11]1[CH:12]=[CH:13][CH:14]=[C:15]2[C:19]=1[C:18](=[O:20])[N:17]([C:21]1[CH:26]=[CH:25][CH:24]=[C:23](I)[CH:22]=1)[CH2:16]2.COC(=O)C1C=CC=C(N2CC3C(=C(Cl)C=CC=3)C2=O)C=1.COC(=O)C1C(Cl)=CC=CC=1CBr.IC1C=C(C=CC=1)N. Given the product [Cl:10][C:11]1[CH:12]=[CH:13][CH:14]=[C:15]2[C:19]=1[C:18](=[O:20])[N:17]([C:21]1[CH:22]=[CH:23][CH:24]=[C:25]([C:3]3[CH:2]=[N:1][CH:6]=[CH:5][CH:4]=3)[CH:26]=1)[CH2:16]2, predict the reactants needed to synthesize it.